From a dataset of Catalyst prediction with 721,799 reactions and 888 catalyst types from USPTO. Predict which catalyst facilitates the given reaction. (1) Reactant: [N:1]([CH:4]([C:6]1[CH:7]=[CH:8][C:9]([F:18])=[C:10]([N:12]2[CH2:17][CH2:16][O:15][CH2:14][CH2:13]2)[CH:11]=1)[CH3:5])=[N+]=[N-].[H-].[H-].[H-].[H-].[Li+].[Al+3]. Product: [F:18][C:9]1[CH:8]=[CH:7][C:6]([CH:4]([NH2:1])[CH3:5])=[CH:11][C:10]=1[N:12]1[CH2:13][CH2:14][O:15][CH2:16][CH2:17]1. The catalyst class is: 1. (2) Reactant: [S:1]1[C:5]([C:6]([OH:8])=O)=[CH:4][C:3]2[CH2:9][CH2:10][CH2:11][CH2:12][C:2]1=2.S(Cl)(Cl)=O.[C:17]([NH2:21])([CH3:20])([CH3:19])[CH3:18]. Product: [C:17]([NH:21][C:6]([C:5]1[S:1][C:2]2[CH2:12][CH2:11][CH2:10][CH2:9][C:3]=2[CH:4]=1)=[O:8])([CH3:20])([CH3:19])[CH3:18]. The catalyst class is: 4. (3) Reactant: O/[CH:2]=[C:3]1\[C:4](=O)[C@:5]2([C:18]3[CH:23]=[CH:22][CH:21]=[CH:20][CH:19]=3)[C@@H:10]([CH2:11][CH2:12]\1)[C@H:9]([CH3:13])[C:8]1([O:17][CH2:16][CH2:15][O:14]1)[CH2:7][CH2:6]2.C(O)(=O)C.[CH:29]([NH2:31])=[NH:30].N1CCCCC1. Product: [CH3:13][C@@H:9]1[C:8]2([O:14][CH2:15][CH2:16][O:17]2)[CH2:7][CH2:6][C@@:5]2([C:18]3[CH:19]=[CH:20][CH:21]=[CH:22][CH:23]=3)[C@H:10]1[CH2:11][CH2:12][C:3]1[CH:2]=[N:30][CH:29]=[N:31][C:4]=12. The catalyst class is: 32. (4) Reactant: Br[C:2]1[CH:7]=[CH:6][C:5]([N:8]2[CH2:13][CH2:12][N:11](C(OC(C)(C)C)=O)[CH2:10][CH2:9]2)=[CH:4][CH:3]=1.B1(B2OC(C)(C)C(C)(C)O2)OC(C)(C)C(C)(C)O1.C([O-])(=O)C.[K+].[ClH:44].[N:45]12[CH2:52][CH2:51][CH:48]([CH2:49][CH2:50]1)[C@@H:47]([NH:53][C:54]([C:56]1[S:57][C:58]3[C:64](Br)=[CH:63][CH:62]=[CH:61][C:59]=3[CH:60]=1)=[O:55])[CH2:46]2.C(=O)([O-])[O-].[Na+].[Na+]. Product: [ClH:44].[ClH:44].[N:45]12[CH2:50][CH2:49][CH:48]([CH2:51][CH2:52]1)[C@@H:47]([NH:53][C:54]([C:56]1[S:57][C:58]3[C:64]([C:2]4[CH:3]=[CH:4][C:5]([N:8]5[CH2:9][CH2:10][NH:11][CH2:12][CH2:13]5)=[CH:6][CH:7]=4)=[CH:63][CH:62]=[CH:61][C:59]=3[CH:60]=1)=[O:55])[CH2:46]2. The catalyst class is: 151. (5) Reactant: CC(OC(/N=N/C(OC(C)(C)C)=O)=O)(C)C.[Cl:17][C:18]1[CH:19]=[C:20]([NH:25][C:26]2[C:35]3[C:34]([OH:36])=[CH:33][C:32]([O:37][CH3:38])=[CH:31][C:30]=3[N:29]=[CH:28][N:27]=2)[CH:21]=[CH:22][C:23]=1[F:24].[Si:39]([O:46][C@@H:47]1[CH2:51][N:50]([C:52]([O:54][C:55]([CH3:58])([CH3:57])[CH3:56])=[O:53])[C@@H:49]([CH2:59]O)[CH2:48]1)([C:42]([CH3:45])([CH3:44])[CH3:43])([CH3:41])[CH3:40].C1(P(C2C=CC=CC=2)C2C=CC=CC=2)C=CC=CC=1. Product: [C:42]([Si:39]([CH3:41])([CH3:40])[O:46][C@@H:47]1[CH2:51][N:50]([C:52]([O:54][C:55]([CH3:58])([CH3:57])[CH3:56])=[O:53])[C@@H:49]([CH2:59][O:36][C:34]2[CH:33]=[C:32]([O:37][CH3:38])[CH:31]=[C:30]3[C:35]=2[C:26]([NH:25][C:20]2[CH:21]=[CH:22][C:23]([F:24])=[C:18]([Cl:17])[CH:19]=2)=[N:27][CH:28]=[N:29]3)[CH2:48]1)([CH3:44])([CH3:45])[CH3:43]. The catalyst class is: 2. (6) Reactant: [NH2:1][C:2]1[N:7]=[CH:6][C:5]([C:8]2[CH:9]=[N:10][N:11]([C:13]([CH3:18])([CH3:17])[C:14](O)=[O:15])[CH:12]=2)=[CH:4][C:3]=1[O:19][CH:20]([C:22]1[C:27]([Cl:28])=[CH:26][CH:25]=[C:24]([F:29])[C:23]=1[Cl:30])[CH3:21].C1C=CC2N(O)N=NC=2C=1.C(Cl)CCl.[CH3:45][N:46]([CH3:51])[CH2:47][CH2:48][CH2:49][NH2:50]. Product: [NH2:1][C:2]1[N:7]=[CH:6][C:5]([C:8]2[CH:9]=[N:10][N:11]([C:13]([CH3:18])([CH3:17])[C:14]([NH:50][CH2:49][CH2:48][CH2:47][N:46]([CH3:51])[CH3:45])=[O:15])[CH:12]=2)=[CH:4][C:3]=1[O:19][CH:20]([C:22]1[C:27]([Cl:28])=[CH:26][CH:25]=[C:24]([F:29])[C:23]=1[Cl:30])[CH3:21]. The catalyst class is: 3. (7) Reactant: [NH2:1][C:2]1[CH:7]=[CH:6][C:5]([CH2:8][CH2:9][OH:10])=[CH:4][CH:3]=1.C(=O)(O)[O-].[Na+].O.Cl[C:18]([O:20][CH2:21][CH2:22][Cl:23])=[O:19]. Product: [OH:10][CH2:9][CH2:8][C:5]1[CH:6]=[CH:7][C:2]([NH:1][C:18](=[O:19])[O:20][CH2:21][CH2:22][Cl:23])=[CH:3][CH:4]=1. The catalyst class is: 4. (8) Reactant: [Cl:1][C:2]1[CH:7]=[C:6]([Cl:8])[CH:5]=[CH:4][C:3]=1[CH:9]1[S:15][CH2:14][CH2:13][NH:12][C:11]2[N:16]([CH3:31])[N:17]=[C:18]([C@@H:19]3[CH2:23][CH2:22][CH2:21][N:20]3C(OC(C)(C)C)=O)[C:10]1=2.FC(F)(F)C(O)=O.C(=O)(O)[O-].[Na+]. Product: [Cl:1][C:2]1[CH:7]=[C:6]([Cl:8])[CH:5]=[CH:4][C:3]=1[CH:9]1[S:15][CH2:14][CH2:13][NH:12][C:11]2[N:16]([CH3:31])[N:17]=[C:18]([C@@H:19]3[CH2:23][CH2:22][CH2:21][NH:20]3)[C:10]1=2. The catalyst class is: 2. (9) Reactant: N1C=CC=CC=1.O[CH2:8][C@:9]1([CH3:20])[C@H:14]([CH2:15][CH2:16][CH2:17][OH:18])[CH:13]=[CH:12][CH2:11][C@H:10]1[CH3:19].C(OCC)C. Product: [CH3:8][C@:9]12[C@H:10]([CH3:19])[CH2:11][CH:12]=[CH:13][C@H:14]1[CH2:15][C:16]([CH:17]=[O:18])=[CH:20]2. The catalyst class is: 2. (10) Reactant: [C:1]1([S:7]([N:10]2[C:14]3=[N:15][CH:16]=[C:17]([F:19])[CH:18]=[C:13]3[CH:12]=[C:11]2[CH:20]([OH:25])[CH2:21][CH:22]([CH3:24])[CH3:23])(=[O:9])=[O:8])[CH:6]=[CH:5][CH:4]=[CH:3][CH:2]=1.CC(OI1(OC(C)=O)(OC(C)=O)OC(=O)C2C=CC=CC1=2)=O. Product: [C:1]1([S:7]([N:10]2[C:14]3=[N:15][CH:16]=[C:17]([F:19])[CH:18]=[C:13]3[CH:12]=[C:11]2[C:20](=[O:25])[CH2:21][CH:22]([CH3:23])[CH3:24])(=[O:9])=[O:8])[CH:2]=[CH:3][CH:4]=[CH:5][CH:6]=1. The catalyst class is: 4.